Task: Predict the product of the given reaction.. Dataset: Forward reaction prediction with 1.9M reactions from USPTO patents (1976-2016) Given the reactants [CH2:1]([C@@:4]12[CH2:12][CH2:11][CH2:10][C@@H:9]([C@H:13]([OH:18])[CH2:14][C:15]([CH3:17])=[CH2:16])[C@@H:8]1[C:7]1([O:22][CH2:21][CH2:20][O:19]1)[CH2:6][CH2:5]2)[CH:2]=[CH2:3].C([O-])(O)=O.[Na+].CC(OI1(OC(C)=O)(OC(C)=O)OC(=O)C2C=CC=CC1=2)=O, predict the reaction product. The product is: [CH2:1]([C@@:4]12[CH2:12][CH2:11][CH2:10][C@@H:9]([C:13](=[O:18])[CH2:14][C:15]([CH3:17])=[CH2:16])[C@@H:8]1[C:7]1([O:19][CH2:20][CH2:21][O:22]1)[CH2:6][CH2:5]2)[CH:2]=[CH2:3].